From a dataset of Catalyst prediction with 721,799 reactions and 888 catalyst types from USPTO. Predict which catalyst facilitates the given reaction. Reactant: [C:1]([O:5][C:6]([NH:8][CH2:9][CH2:10][C:11]([OH:13])=O)=[O:7])([CH3:4])([CH3:3])[CH3:2].[C:14]([NH:17][NH2:18])(=[O:16])[CH3:15].F[B-](F)(F)F.N1(OC(N(C)C)=[N+](C)C)C2C=CC=C[C:27]=2N=N1.C(N(C(C)C)CC)(C)C. Product: [C:1]([O:5][C:6](=[O:7])[NH:8][CH2:9][CH2:10][C:11](=[O:13])[NH:18][NH:17][C:14](=[O:16])[CH2:15][CH3:27])([CH3:2])([CH3:3])[CH3:4]. The catalyst class is: 217.